From a dataset of Full USPTO retrosynthesis dataset with 1.9M reactions from patents (1976-2016). Predict the reactants needed to synthesize the given product. (1) Given the product [F:27][C:13]([F:12])([F:26])[C:14]1[S:18][C:17]2[C:1]([C:2]([Cl:4])=[O:3])=[CH:20][CH:21]=[CH:22][C:16]=2[CH:15]=1, predict the reactants needed to synthesize it. The reactants are: [C:1](Cl)(=O)[C:2]([Cl:4])=[O:3].CN(C)C=O.[F:12][C:13]([F:27])([F:26])[C:14]1[S:18][C:17]2C(C(O)=O)=[CH:20][CH:21]=[CH:22][C:16]=2[CH:15]=1. (2) The reactants are: [NH2:1][C:2]1[CH:3]=[C:4]([C:8]2[CH:16]=[CH:15][C:14]([C:17]([NH2:19])=[O:18])=[C:13]3[C:9]=2[CH:10]=[C:11]([CH:20]=[CH2:21])[NH:12]3)[CH:5]=[CH:6][CH:7]=1. Given the product [NH2:1][C:2]1[CH:3]=[C:4]([C:8]2[CH:16]=[CH:15][C:14]([C:17]([NH2:19])=[O:18])=[C:13]3[C:9]=2[CH:10]=[C:11]([CH2:20][CH3:21])[NH:12]3)[CH:5]=[CH:6][CH:7]=1, predict the reactants needed to synthesize it.